From a dataset of Catalyst prediction with 721,799 reactions and 888 catalyst types from USPTO. Predict which catalyst facilitates the given reaction. (1) Reactant: [CH2:1]([S:8][C:9]1[CH:10]=[CH:11][C:12]([NH:22][C:23]2[C:32]([O:33][CH3:34])=[CH:31][C:30]3[C:25](=[CH:26][CH:27]=[CH:28][CH:29]=3)[CH:24]=2)=[C:13](/[CH:15]=[CH:16]/[C:17]([O:19]CC)=O)[CH:14]=1)[C:2]1[CH:7]=[CH:6][CH:5]=[CH:4][CH:3]=1.C[O-].[Na+]. Product: [CH2:1]([S:8][C:9]1[CH:14]=[C:13]2[C:12](=[CH:11][CH:10]=1)[N:22]([C:23]1[C:32]([O:33][CH3:34])=[CH:31][C:30]3[C:25](=[CH:26][CH:27]=[CH:28][CH:29]=3)[CH:24]=1)[C:17](=[O:19])[CH:16]=[CH:15]2)[C:2]1[CH:3]=[CH:4][CH:5]=[CH:6][CH:7]=1. The catalyst class is: 5. (2) Reactant: [CH2:1]([O:3][C:4](=[O:12])[C:5]1[CH:10]=[CH:9][C:8]([NH2:11])=[CH:7][CH:6]=1)[CH3:2].[C:13](Cl)(=[O:16])[CH2:14][CH3:15]. The catalyst class is: 2. Product: [C:13]([NH:11][C:8]1[CH:9]=[CH:10][C:5]([C:4]([O:3][CH2:1][CH3:2])=[O:12])=[CH:6][CH:7]=1)(=[O:16])[CH2:14][CH3:15]. (3) The catalyst class is: 2. Reactant: [Cl:1][C:2]1[C:7]([CH2:8][OH:9])=[C:6]([Cl:10])[CH:5]=[C:4]([CH3:11])[N:3]=1.C1C=C[NH+]=CC=1.[O-][Cr](Cl)(=O)=O. Product: [Cl:1][C:2]1[N:3]=[C:4]([CH3:11])[CH:5]=[C:6]([Cl:10])[C:7]=1[CH:8]=[O:9]. (4) Reactant: CS(C)=O.C(=O)([O-])[O-:6].[K+].[K+].OO.[C:13]([C:15]1[CH:16]=[C:17]([N:21]2[CH2:26][CH2:25][N:24]([C:27]([O:29][C:30]([CH3:33])([CH3:32])[CH3:31])=[O:28])[CH2:23][CH:22]2[C:34](=[O:49])[NH:35][C:36]2[CH:41]=[CH:40][C:39]([N:42]3[CH2:47][CH2:46][CH2:45][CH2:44][C:43]3=[O:48])=[CH:38][CH:37]=2)[CH:18]=[CH:19][CH:20]=1)#[N:14]. Product: [C:13]([C:15]1[CH:16]=[C:17]([N:21]2[CH2:26][CH2:25][N:24]([C:27]([O:29][C:30]([CH3:33])([CH3:32])[CH3:31])=[O:28])[CH2:23][CH:22]2[C:34](=[O:49])[NH:35][C:36]2[CH:37]=[CH:38][C:39]([N:42]3[CH2:47][CH2:46][CH2:45][CH2:44][C:43]3=[O:48])=[CH:40][CH:41]=2)[CH:18]=[CH:19][CH:20]=1)(=[O:6])[NH2:14]. The catalyst class is: 5. (5) Reactant: [C:1]([O:7][C:8]1[CH:9]=[C:10]2[C:14](=[C:15]([O:17][C:18]3[CH:23]=[CH:22][C:21]([S:24]([CH3:27])(=[O:26])=[O:25])=[CH:20][CH:19]=3)[CH:16]=1)[NH:13][N:12]=[C:11]2[Br:28])(=[O:6])[C:2]([CH3:5])([CH3:4])[CH3:3].[H-].[Na+].[CH3:31][O:32][CH2:33]Cl. Product: [C:1]([O:7][C:8]1[CH:9]=[C:10]2[C:14](=[C:15]([O:17][C:18]3[CH:23]=[CH:22][C:21]([S:24]([CH3:27])(=[O:25])=[O:26])=[CH:20][CH:19]=3)[CH:16]=1)[N:13]([CH2:31][O:32][CH3:33])[N:12]=[C:11]2[Br:28])(=[O:6])[C:2]([CH3:5])([CH3:4])[CH3:3]. The catalyst class is: 3. (6) Reactant: [Br:1][C:2]1[CH:7]=[CH:6][C:5]([OH:8])=[CH:4][CH:3]=1.Br[CH2:10][CH2:11][N:12]1[C:16](=[O:17])[C:15]2=[CH:18][CH:19]=[CH:20][CH:21]=[C:14]2[C:13]1=[O:22].C(=O)([O-])[O-].[K+].[K+]. Product: [Br:1][C:2]1[CH:7]=[CH:6][C:5]([O:8][CH2:10][CH2:11][N:12]2[C:13](=[O:22])[C:14]3[C:15](=[CH:18][CH:19]=[CH:20][CH:21]=3)[C:16]2=[O:17])=[CH:4][CH:3]=1. The catalyst class is: 9. (7) Reactant: [CH3:1][O:2][C:3]1[CH:43]=[CH:42][C:6]([CH2:7][N:8]([CH2:33][C:34]2[CH:39]=[CH:38][C:37]([O:40][CH3:41])=[CH:36][CH:35]=2)[C:9]2[N:14]=[C:13]([CH3:15])[N:12]=[C:11]([C:16]3[C:17]([NH:24][C:25]4[CH:26]=[N:27][C:28]([O:31][CH3:32])=[CH:29][CH:30]=4)=[N:18][CH:19]=[C:20]([CH:23]=3)[CH:21]=[O:22])[N:10]=2)=[CH:5][CH:4]=1.ClCCl.CO.[BH4-].[Na+].[NH4+].[Cl-]. Product: [CH3:41][O:40][C:37]1[CH:36]=[CH:35][C:34]([CH2:33][N:8]([CH2:7][C:6]2[CH:5]=[CH:4][C:3]([O:2][CH3:1])=[CH:43][CH:42]=2)[C:9]2[N:14]=[C:13]([CH3:15])[N:12]=[C:11]([C:16]3[CH:23]=[C:20]([CH2:21][OH:22])[CH:19]=[N:18][C:17]=3[NH:24][C:25]3[CH:26]=[N:27][C:28]([O:31][CH3:32])=[CH:29][CH:30]=3)[N:10]=2)=[CH:39][CH:38]=1. The catalyst class is: 6. (8) Reactant: [NH2:1][C:2]1[CH:7]=[CH:6][C:5]([N:8]2[C:15](=[S:16])[N:14]([C:17]3[CH:18]=[C:19]([C:25]([F:28])([F:27])[F:26])[C:20]([C:23]#[N:24])=[N:21][CH:22]=3)[C:13](=[O:29])[C:9]32[CH2:12][CH2:11][CH2:10]3)=[CH:4][C:3]=1[OH:30].[CH2:31](OC(OCC)OCC)C. Product: [O:30]1[C:3]2[CH:4]=[C:5]([N:8]3[C:15](=[S:16])[N:14]([C:17]4[CH:18]=[C:19]([C:25]([F:28])([F:27])[F:26])[C:20]([C:23]#[N:24])=[N:21][CH:22]=4)[C:13](=[O:29])[C:9]43[CH2:12][CH2:11][CH2:10]4)[CH:6]=[CH:7][C:2]=2[N:1]=[CH:31]1. The catalyst class is: 18. (9) Reactant: [NH2:1][C:2]1[NH:3][C:4]([CH2:9][CH2:10][CH2:11][CH2:12][CH2:13][CH2:14][CH2:15][CH2:16][CH3:17])=[CH:5][C:6](=[O:8])[N:7]=1.[N:18]([CH2:21][CH2:22][CH2:23][CH2:24][CH2:25][CH2:26][CH2:27][CH2:28][CH:29]([CH:40]([CH2:51][CH2:52][CH2:53][CH2:54][CH2:55][CH2:56][CH2:57][CH2:58][N:59]=[C:60]=[O:61])[CH2:41][CH2:42][CH2:43][CH2:44][CH2:45][CH2:46][CH2:47][CH2:48][CH2:49][CH3:50])[CH2:30][CH2:31][CH2:32][CH2:33][CH2:34][CH2:35][CH2:36][CH2:37][CH2:38][CH3:39])=[C:19]=[O:20]. Product: [CH2:30]([CH:29]([CH:40]([CH2:41][CH2:42][CH2:43][CH2:44][CH2:45][CH2:46][CH2:47][CH2:48][CH2:49][CH3:50])[CH2:51][CH2:52][CH2:53][CH2:54][CH2:55][CH2:56][CH2:57][CH2:58][NH:59][C:60]([NH:1][C:2]1[NH:3][C:4]([CH2:9][CH2:10][CH2:11][CH2:12][CH2:13][CH2:14][CH2:15][CH2:16][CH3:17])=[CH:5][C:6](=[O:8])[N:7]=1)=[O:61])[CH2:28][CH2:27][CH2:26][CH2:25][CH2:24][CH2:23][CH2:22][CH2:21][NH:18][C:19]([NH:1][C:2]1[NH:3][C:4]([CH2:9][CH2:10][CH2:11][CH2:12][CH2:13][CH2:14][CH2:15][CH2:16][CH3:17])=[CH:5][C:6](=[O:8])[N:7]=1)=[O:20])[CH2:31][CH2:32][CH2:33][CH2:34][CH2:35][CH2:36][CH2:37][CH2:38][CH3:39]. The catalyst class is: 17.